Dataset: Catalyst prediction with 721,799 reactions and 888 catalyst types from USPTO. Task: Predict which catalyst facilitates the given reaction. (1) Reactant: C[O:2][C:3](=[O:43])[CH2:4][C:5]1[CH:6]=[C:7]([C:19]2[CH:24]=[CH:23][C:22]([C:25]([F:28])([F:27])[F:26])=[CH:21][C:20]=2[CH2:29][N:30]2[C@@H:34]([CH3:35])[C@@H:33]([C:36]3[CH:41]=[CH:40][CH:39]=[CH:38][CH:37]=3)[O:32][C:31]2=[O:42])[C:8](OS(C(F)(F)F)(=O)=O)=[CH:9][CH:10]=1.[C:44]1(B(O)O)[CH:49]=[CH:48][CH:47]=[CH:46][CH:45]=1.C(=O)([O-])[O-].[K+].[K+]. Product: [CH3:35][C@H:34]1[C@@H:33]([C:36]2[CH:37]=[CH:38][CH:39]=[CH:40][CH:41]=2)[O:32][C:31](=[O:42])[N:30]1[CH2:29][C:20]1[CH:21]=[C:22]([C:25]([F:28])([F:26])[F:27])[CH:23]=[CH:24][C:19]=1[C:7]1[C:8]([C:44]2[CH:49]=[CH:48][CH:47]=[CH:46][CH:45]=2)=[CH:9][CH:10]=[C:5]([CH2:4][C:3]([OH:2])=[O:43])[CH:6]=1. The catalyst class is: 104. (2) Reactant: [O:1]=[C:2]1[CH2:11][CH2:10][CH2:9][C:8]2[CH:7]=[C:6]([C:12]([O:14][CH3:15])=[O:13])[CH:5]=[CH:4][C:3]1=2.[CH:16]1([CH:21]=O)[CH2:20][CH2:19][CH2:18][CH2:17]1.N1CCCC1. Product: [CH:16]1([CH:21]=[C:11]2[CH2:10][CH2:9][C:8]3[CH:7]=[C:6]([C:12]([O:14][CH3:15])=[O:13])[CH:5]=[CH:4][C:3]=3[C:2]2=[O:1])[CH2:20][CH2:19][CH2:18][CH2:17]1. The catalyst class is: 5. (3) Reactant: I[C:2]1[C:7]([O:8][C:9]2[C:18]3[C:13](=[CH:14][C:15]([O:21][CH3:22])=[C:16]([O:19][CH3:20])[CH:17]=3)[N:12]=[CH:11][CH:10]=2)=[CH:6][CH:5]=[C:4]([CH3:23])[N:3]=1.CCCCCC.C([Li])CCC.[CH3:35][C:36]1[N:41]=[C:40]([CH:42]=[O:43])[CH:39]=[CH:38][CH:37]=1.O. Product: [CH3:20][O:19][C:16]1[CH:17]=[C:18]2[C:13](=[CH:14][C:15]=1[O:21][CH3:22])[N:12]=[CH:11][CH:10]=[C:9]2[O:8][C:7]1[C:2]([CH:42]([C:40]2[CH:39]=[CH:38][CH:37]=[C:36]([CH3:35])[N:41]=2)[OH:43])=[N:3][C:4]([CH3:23])=[CH:5][CH:6]=1. The catalyst class is: 7. (4) Reactant: [Br:1][C:2]1[CH:15]=[C:14]([F:16])[C:13]2[O:12][C:11]3[C:6](=[CH:7][C:8]([O:17][CH3:18])=[CH:9][CH:10]=3)[C@@:5]3([CH2:23][O:22][CH2:21][C:20](=O)[NH:19]3)[C:4]=2[CH:3]=1.COC1C=CC(P2(SP(C3C=CC(OC)=CC=3)(=S)S2)=[S:34])=CC=1. Product: [Br:1][C:2]1[CH:15]=[C:14]([F:16])[C:13]2[O:12][C:11]3[C:6](=[CH:7][C:8]([O:17][CH3:18])=[CH:9][CH:10]=3)[C@@:5]3([CH2:23][O:22][CH2:21][C:20](=[S:34])[NH:19]3)[C:4]=2[CH:3]=1. The catalyst class is: 11. (5) Reactant: [C:1]1([CH2:7][CH2:8][CH2:9][CH:10]([NH:20][C:21]([CH:23]2[CH2:28][CH2:27][N:26]([C:29]([CH:31]3[CH2:36][CH2:35][CH2:34][CH2:33][NH:32]3)=[O:30])[CH2:25][CH2:24]2)=[O:22])[CH2:11][CH2:12][CH2:13][C:14]2[CH:19]=[CH:18][CH:17]=[CH:16][CH:15]=2)[CH:6]=[CH:5][CH:4]=[CH:3][CH:2]=1.[O:37]1[CH2:39][C@@H:38]1[CH2:40][O:41][C:42]1[CH:51]=[CH:50][CH:49]=[C:48]2[C:43]=1[CH:44]=[CH:45][CH:46]=[N:47]2. Product: [C:1]1([CH2:7][CH2:8][CH2:9][CH:10]([NH:20][C:21]([CH:23]2[CH2:28][CH2:27][N:26]([C:29]([CH:31]3[CH2:36][CH2:35][CH2:34][CH2:33][N:32]3[CH2:39][C@@H:38]([OH:37])[CH2:40][O:41][C:42]3[CH:51]=[CH:50][CH:49]=[C:48]4[C:43]=3[CH:44]=[CH:45][CH:46]=[N:47]4)=[O:30])[CH2:25][CH2:24]2)=[O:22])[CH2:11][CH2:12][CH2:13][C:14]2[CH:15]=[CH:16][CH:17]=[CH:18][CH:19]=2)[CH:2]=[CH:3][CH:4]=[CH:5][CH:6]=1. The catalyst class is: 8. (6) Reactant: [CH3:1][NH:2][C:3]([C:5]1[C:14]2[C:9](=[C:10]([C@H:15]([CH3:24])[CH2:16][NH:17]C(=O)C(F)(F)F)[CH:11]=[CH:12][CH:13]=2)[N:8]=[CH:7][N:6]=1)=[O:4].C([O-])([O-])=O.[K+].[K+]. Product: [NH2:17][CH2:16][C@H:15]([C:10]1[CH:11]=[CH:12][CH:13]=[C:14]2[C:9]=1[N:8]=[CH:7][N:6]=[C:5]2[C:3]([NH:2][CH3:1])=[O:4])[CH3:24]. The catalyst class is: 24. (7) Reactant: [Si:1]([O:8][C@H:9]1[CH2:18][C:17]([CH3:20])([CH3:19])[CH2:16][C:15]2[N:14]=[C:13]([Cl:21])[C:12]3[C:22]([C:31]4[CH:36]=[CH:35][C:34]([C:37]([F:40])([F:39])[F:38])=[CH:33][CH:32]=4)(O)[O:23][C:24]4([CH2:29][CH2:28][O:27][CH2:26][CH2:25]4)[C:11]=3[C:10]1=2)([C:4]([CH3:7])([CH3:6])[CH3:5])([CH3:3])[CH3:2].C([SiH](CC)CC)C. Product: [Si:1]([O:8][C@H:9]1[CH2:18][C:17]([CH3:20])([CH3:19])[CH2:16][C:15]2[N:14]=[C:13]([Cl:21])[C:12]3[C@H:22]([C:31]4[CH:36]=[CH:35][C:34]([C:37]([F:40])([F:39])[F:38])=[CH:33][CH:32]=4)[O:23][C:24]4([CH2:25][CH2:26][O:27][CH2:28][CH2:29]4)[C:11]=3[C:10]1=2)([C:4]([CH3:5])([CH3:6])[CH3:7])([CH3:3])[CH3:2]. The catalyst class is: 528. (8) Reactant: [N:1]([CH2:4][C:5]1([CH2:25][O:26][CH2:27][C:28]2[CH:33]=[CH:32][CH:31]=[CH:30][CH:29]=2)[CH2:24][CH2:23][CH2:22][C:7]2([O:11][C:10](=[O:12])[N:9]([CH2:13][C:14]3[CH:19]=[CH:18][C:17]([O:20][CH3:21])=[CH:16][CH:15]=3)[CH2:8]2)[CH2:6]1)=[N+]=[N-].[BH4-].[Na+]. The catalyst class is: 652. Product: [NH2:1][CH2:4][C:5]1([CH2:25][O:26][CH2:27][C:28]2[CH:29]=[CH:30][CH:31]=[CH:32][CH:33]=2)[CH2:24][CH2:23][CH2:22][C:7]2([O:11][C:10](=[O:12])[N:9]([CH2:13][C:14]3[CH:19]=[CH:18][C:17]([O:20][CH3:21])=[CH:16][CH:15]=3)[CH2:8]2)[CH2:6]1. (9) Reactant: I[C:2]1[S:6][C:5]([C:7]2[S:8][C:9]([CH:12]=[O:13])=[CH:10][CH:11]=2)=[CH:4][CH:3]=1.[C:14]1([N:20]([C:30]2[CH:35]=[CH:34][CH:33]=[CH:32][CH:31]=2)[C:21]2[CH:26]=[CH:25][C:24](B(O)O)=[CH:23][CH:22]=2)[CH:19]=[CH:18][CH:17]=[CH:16][CH:15]=1.C(=O)([O-])[O-].[K+].[K+]. Product: [C:30]1([N:20]([C:14]2[CH:15]=[CH:16][CH:17]=[CH:18][CH:19]=2)[C:21]2[CH:26]=[CH:25][C:24]([C:2]3[S:6][C:5]([C:7]4[S:8][C:9]([CH:12]=[O:13])=[CH:10][CH:11]=4)=[CH:4][CH:3]=3)=[CH:23][CH:22]=2)[CH:31]=[CH:32][CH:33]=[CH:34][CH:35]=1. The catalyst class is: 564.